From a dataset of Catalyst prediction with 721,799 reactions and 888 catalyst types from USPTO. Predict which catalyst facilitates the given reaction. Reactant: [N-:1]=[N+:2]=[N-:3].[Na+].[F:5][C:6]1[CH:11]=[CH:10][C:9]([C:12]2[CH:16]=[CH:15][N:14]([CH2:17][CH2:18][CH2:19]OS(C3C=CC(C)=CC=3)(=O)=O)[C:13]=2[C:31]2[CH:36]=[CH:35][N:34]=[CH:33][CH:32]=2)=[CH:8][CH:7]=1.O. Product: [N:1]([CH2:19][CH2:18][CH2:17][N:14]1[CH:15]=[CH:16][C:12]([C:9]2[CH:8]=[CH:7][C:6]([F:5])=[CH:11][CH:10]=2)=[C:13]1[C:31]1[CH:36]=[CH:35][N:34]=[CH:33][CH:32]=1)=[N+:2]=[N-:3]. The catalyst class is: 16.